From a dataset of hERG potassium channel inhibition data for cardiac toxicity prediction from Karim et al.. Regression/Classification. Given a drug SMILES string, predict its toxicity properties. Task type varies by dataset: regression for continuous values (e.g., LD50, hERG inhibition percentage) or binary classification for toxic/non-toxic outcomes (e.g., AMES mutagenicity, cardiotoxicity, hepatotoxicity). Dataset: herg_karim. (1) The molecule is CO[C@H]1C=CC=C(C)C(=O)NC2=CC(=O)C(NCCN(C)C)=C(C[C@@H](C)C[C@H](OC)[C@H](O)[C@@H](C)C=C(C)[C@@H]1OC(N)=O)C2=O. The result is 0 (non-blocker). (2) The molecule is COc1cnc2ccc(=O)n(CCN3CCC(NCc4cnc(C)c(C#N)c4)CC3)c2c1. The result is 0 (non-blocker).